From a dataset of Forward reaction prediction with 1.9M reactions from USPTO patents (1976-2016). Predict the product of the given reaction. (1) Given the reactants Cl[CH:2]([CH3:24])[C:3]([N:5]([CH:14]1[CH:21]2[CH2:22][CH:17]3[CH2:18][CH:19]([CH2:23][CH:15]1[CH2:16]3)[CH2:20]2)[NH:6]C(OC(C)(C)C)=O)=[O:4].FC(F)(F)C(O)=O, predict the reaction product. The product is: [CH:21]12[CH2:20][CH:19]3[CH2:18][CH:17]([CH2:16][CH:15]([CH2:23]3)[CH:14]1[N:5]1[C:3](=[O:4])[CH:2]([CH3:24])[NH:6]1)[CH2:22]2. (2) The product is: [C:22]1([C:19]2([C:14]3[N:13]=[C:12]4[S:11][C:10]([C:6]5[CH:5]=[C:4]6[C:9](=[CH:8][CH:7]=5)[CH2:1][N:2]([CH2:38][C:39]([O:41][CH3:42])=[O:40])[CH2:3]6)=[N:18][C:17]4=[CH:16][CH:15]=3)[CH2:20][CH2:21]2)[CH:23]=[CH:24][CH:25]=[CH:26][CH:27]=1. Given the reactants [CH2:1]1[C:9]2[C:4](=[CH:5][C:6]([C:10]3[S:11][C:12]4[C:17]([N:18]=3)=[CH:16][CH:15]=[C:14]([C:19]3([C:22]5[CH:27]=[CH:26][CH:25]=[CH:24][CH:23]=5)[CH2:21][CH2:20]3)[N:13]=4)=[CH:7][CH:8]=2)[CH2:3][NH:2]1.C(N(C(C)C)CC)(C)C.Br[CH2:38][C:39]([O:41][CH3:42])=[O:40], predict the reaction product.